This data is from Reaction yield outcomes from USPTO patents with 853,638 reactions. The task is: Predict the reaction yield, written as a fraction of the theoretical maximum amount of product (1.0 means a 100% yield; for example, 0.34 means a 34% yield). (1) The reactants are C([Sn](CCCC)(CCCC)[C:6]1[S:7][CH:8]=[C:9]([CH2:11][CH:12]([CH2:23][CH2:24][CH2:25][CH2:26][CH2:27][CH2:28][CH2:29][CH3:30])[CH2:13][CH2:14][CH2:15][CH2:16][CH2:17][CH2:18][CH2:19][CH2:20][CH2:21][CH3:22])[CH:10]=1)CCC.Br[C:40]1[C:48]2[C:44](=[N:45][N:46]([CH2:49][CH2:50][CH2:51][CH3:52])[N:47]=2)[C:43](Br)=[C:42]([F:54])[C:41]=1[F:55]. The catalyst is C1(C)C=CC=CC=1.C1C=CC([P]([Pd]([P](C2C=CC=CC=2)(C2C=CC=CC=2)C2C=CC=CC=2)([P](C2C=CC=CC=2)(C2C=CC=CC=2)C2C=CC=CC=2)[P](C2C=CC=CC=2)(C2C=CC=CC=2)C2C=CC=CC=2)(C2C=CC=CC=2)C2C=CC=CC=2)=CC=1. The product is [CH2:49]([N:46]1[N:47]=[C:48]2[C:40]([C:6]3[S:7][CH:8]=[C:9]([CH2:11][CH:12]([CH2:23][CH2:24][CH2:25][CH2:26][CH2:27][CH2:28][CH2:29][CH3:30])[CH2:13][CH2:14][CH2:15][CH2:16][CH2:17][CH2:18][CH2:19][CH2:20][CH2:21][CH3:22])[CH:10]=3)=[C:41]([F:55])[C:42]([F:54])=[C:43]([C:6]3[S:7][CH:8]=[C:9]([CH2:11][CH:12]([CH2:23][CH2:24][CH2:25][CH2:26][CH2:27][CH2:28][CH2:29][CH3:30])[CH2:13][CH2:14][CH2:15][CH2:16][CH2:17][CH2:18][CH2:19][CH2:20][CH2:21][CH3:22])[CH:10]=3)[C:44]2=[N:45]1)[CH2:50][CH2:51][CH3:52]. The yield is 0.730. (2) The reactants are F[C:2]1[CH:3]=[C:4]([CH:7]=[C:8]([N:10]2[CH2:16][CH2:15][CH2:14][C:13]3[N:17]=[C:18]([C:20]4[CH:25]=[CH:24][CH:23]=[CH:22][N:21]=4)[O:19][C:12]=3[CH2:11]2)[CH:9]=1)[C:5]#[N:6].BrC1C=C(C=[C:33]([O:35]C)C=1)C#N.C(Cl)Cl. The catalyst is CO. The product is [CH3:33][O:35][C:2]1[CH:3]=[C:4]([CH:7]=[C:8]([N:10]2[CH2:16][CH2:15][CH2:14][C:13]3[N:17]=[C:18]([C:20]4[CH:25]=[CH:24][CH:23]=[CH:22][N:21]=4)[O:19][C:12]=3[CH2:11]2)[CH:9]=1)[C:5]#[N:6]. The yield is 0.120. (3) The reactants are C(NC(C)C)(C)C.C([Li])CCC.[CH3:13][S:14]([C:17]1[CH:22]=[CH:21][C:20]([CH2:23][C:24]([OH:26])=[O:25])=[CH:19][CH:18]=1)(=[O:16])=[O:15].I[CH2:28][CH:29]1[CH2:33][CH2:32][CH2:31][CH2:30]1. The catalyst is O1CCCC1.CN1CCCN(C)C1=O. The product is [CH:29]1([CH2:28][CH:23]([C:20]2[CH:19]=[CH:18][C:17]([S:14]([CH3:13])(=[O:15])=[O:16])=[CH:22][CH:21]=2)[C:24]([OH:26])=[O:25])[CH2:33][CH2:32][CH2:31][CH2:30]1. The yield is 0.520. (4) The reactants are [CH3:1][O:2][C:3]1[CH:22]=[CH:21][C:6]([CH2:7][O:8][C:9]2[CH:14]=[CH:13][CH:12]=[C:11]([N+:15]([O-])=O)[C:10]=2[C:18](=[O:20])[CH3:19])=[CH:5][CH:4]=1.[Cl-].[NH4+]. The catalyst is C(O)C.O.[Fe]. The product is [NH2:15][C:11]1[CH:12]=[CH:13][CH:14]=[C:9]([O:8][CH2:7][C:6]2[CH:21]=[CH:22][C:3]([O:2][CH3:1])=[CH:4][CH:5]=2)[C:10]=1[C:18](=[O:20])[CH3:19]. The yield is 1.08. (5) The reactants are [F:1][C:2]1[CH:10]=[CH:9][C:8]([CH2:11][C:12]2[C:21]3[C:16](=[CH:17][CH:18]=[CH:19][CH:20]=3)[C:15](=[O:22])[NH:14][N:13]=2)=[CH:7][C:3]=1[C:4]([OH:6])=O.[F:23][C:24]1([F:38])[CH2:27][N:26]([C:28](=[O:37])[CH2:29][O:30][CH:31]2[CH2:36][CH2:35][NH:34][CH2:33][CH2:32]2)[CH2:25]1.CCN(C(C)C)C(C)C. The catalyst is CN(C=O)C. The product is [F:38][C:24]1([F:23])[CH2:27][N:26]([C:28](=[O:37])[CH2:29][O:30][CH:31]2[CH2:36][CH2:35][N:34]([C:4]([C:3]3[CH:7]=[C:8]([CH:9]=[CH:10][C:2]=3[F:1])[CH2:11][C:12]3[C:21]4[C:16](=[CH:17][CH:18]=[CH:19][CH:20]=4)[C:15](=[O:22])[NH:14][N:13]=3)=[O:6])[CH2:33][CH2:32]2)[CH2:25]1. The yield is 0.177. (6) The reactants are [CH2:1]1[O:9][C:8]2[CH:7]=[CH:6][C:5]([CH2:10][CH2:11][CH2:12][OH:13])=[CH:4][C:3]=2[O:2]1.C1C=C[NH+]=CC=1.[O-][Cr](Cl)(=O)=O. The catalyst is C(Cl)Cl. The product is [CH2:1]1[O:9][C:8]2[CH:7]=[CH:6][C:5]([CH2:10][CH2:11][CH:12]=[O:13])=[CH:4][C:3]=2[O:2]1. The yield is 0.770. (7) The reactants are F[C:2]1[CH:19]=[CH:18][C:17]([I:20])=[CH:16][C:3]=1[CH:4]=[N:5][NH:6][C:7]1[CH:15]=[CH:14][C:10]([C:11]([OH:13])=[O:12])=[CH:9][CH:8]=1.CC(C)([O-])C.[K+].Cl. The catalyst is CN1C(=O)CCC1.O. The product is [I:20][C:17]1[CH:16]=[C:3]2[C:2](=[CH:19][CH:18]=1)[N:6]([C:7]1[CH:15]=[CH:14][C:10]([C:11]([OH:13])=[O:12])=[CH:9][CH:8]=1)[N:5]=[CH:4]2. The yield is 0.940.